The task is: Predict the product of the given reaction.. This data is from Forward reaction prediction with 1.9M reactions from USPTO patents (1976-2016). (1) Given the reactants [CH2:1]([N:8]1[C:12]([C:13]2[CH:18]=[CH:17][CH:16]=[CH:15][CH:14]=2)=[CH:11][CH:10]=[C:9]1[C:19]1[CH:28]=[CH:27][C:26]2[C:21](=[CH:22][CH:23]=[C:24]([O:29]C)[CH:25]=2)[CH:20]=1)[C:2]1[CH:7]=[CH:6][CH:5]=[CH:4][CH:3]=1.Cl.N1C=CC=CC=1, predict the reaction product. The product is: [CH2:1]([N:8]1[C:12]([C:13]2[CH:14]=[CH:15][CH:16]=[CH:17][CH:18]=2)=[CH:11][CH:10]=[C:9]1[C:19]1[CH:20]=[C:21]2[C:26](=[CH:27][CH:28]=1)[CH:25]=[C:24]([OH:29])[CH:23]=[CH:22]2)[C:2]1[CH:3]=[CH:4][CH:5]=[CH:6][CH:7]=1. (2) Given the reactants [Br:1][C:2]1[CH:3]=[C:4]([N+:9]([O-:11])=[O:10])[C:5](Cl)=[N:6][CH:7]=1.[CH3:12][O-:13].[Na+], predict the reaction product. The product is: [Br:1][C:2]1[CH:3]=[C:4]([N+:9]([O-:11])=[O:10])[C:5]([O:13][CH3:12])=[N:6][CH:7]=1.